The task is: Predict which catalyst facilitates the given reaction.. This data is from Catalyst prediction with 721,799 reactions and 888 catalyst types from USPTO. (1) Reactant: [CH3:1][C:2]([OH:27])([CH3:26])[CH2:3][O:4][C:5]1[CH:6]=[N:7][C:8]([C:11]2[CH:16]=[CH:15][CH:14]=[C:13](B3OC(C)(C)C(C)(C)O3)[CH:12]=2)=[N:9][CH:10]=1.Cl[CH2:29][C:30]1[C:35](=[O:36])[CH:34]=[CH:33][N:32]([C:37]2[CH:38]=[C:39]([CH:42]=[C:43]([F:45])[CH:44]=2)[C:40]#[N:41])[N:31]=1.[O-]P([O-])([O-])=O.[K+].[K+].[K+].C(Cl)Cl. Product: [F:45][C:43]1[CH:42]=[C:39]([CH:38]=[C:37]([N:32]2[CH:33]=[CH:34][C:35](=[O:36])[C:30]([CH2:29][C:13]3[CH:14]=[CH:15][CH:16]=[C:11]([C:8]4[N:9]=[CH:10][C:5]([O:4][CH2:3][C:2]([OH:27])([CH3:1])[CH3:26])=[CH:6][N:7]=4)[CH:12]=3)=[N:31]2)[CH:44]=1)[C:40]#[N:41]. The catalyst class is: 418. (2) Reactant: [NH2:1][C:2]1[N:3]=[C:4]([N:13]2[CH2:18][CH2:17][O:16][CH2:15][CH2:14]2)[C:5]2[N:11]=[C:10](Cl)[CH:9]=[CH:8][C:6]=2[N:7]=1.C(=O)([O-])[O-].[K+].[K+].[Br:25][C:26]1[CH:31]=[CH:30][CH:29]=[CH:28][C:27]=1B(O)O. Product: [NH2:1][C:2]1[N:3]=[C:4]([N:13]2[CH2:18][CH2:17][O:16][CH2:15][CH2:14]2)[C:5]2[N:11]=[C:10]([C:27]3[CH:28]=[CH:29][CH:30]=[CH:31][C:26]=3[Br:25])[CH:9]=[CH:8][C:6]=2[N:7]=1. The catalyst class is: 70. (3) Reactant: C([O:5][C:6](=[O:40])[CH2:7][O:8][C:9]1[CH:14]=[CH:13][C:12]([O:15][CH:16]([C:20]2[C:21]([CH:36]3[CH2:38][CH2:37]3)=[N:22][C:23]([C:26]3[CH:31]=[CH:30][C:29]([C:32]([F:35])([F:34])[F:33])=[CH:28][CH:27]=3)=[N:24][CH:25]=2)[CH2:17][CH2:18][CH3:19])=[CH:11][C:10]=1[CH3:39])(C)(C)C.[OH-].[Li+]. Product: [CH:36]1([C:21]2[C:20]([CH:16]([O:15][C:12]3[CH:13]=[CH:14][C:9]([O:8][CH2:7][C:6]([OH:40])=[O:5])=[C:10]([CH3:39])[CH:11]=3)[CH2:17][CH2:18][CH3:19])=[CH:25][N:24]=[C:23]([C:26]3[CH:31]=[CH:30][C:29]([C:32]([F:34])([F:35])[F:33])=[CH:28][CH:27]=3)[N:22]=2)[CH2:38][CH2:37]1. The catalyst class is: 1. (4) Reactant: [F:1][CH:2]1[C:7](=O)[CH2:6][CH2:5][N:4]([C:9]([O:11][C:12]([CH3:15])([CH3:14])[CH3:13])=[O:10])[CH2:3]1.C([NH2:23])C1C=CC=CC=1.C(O[BH-](OC(=O)C)OC(=O)C)(=O)C.[Na+]. Product: [C:12]([O:11][C:9]([N:4]1[CH2:5][CH2:6][C@H:7]([NH2:23])[C@H:2]([F:1])[CH2:3]1)=[O:10])([CH3:15])([CH3:14])[CH3:13]. The catalyst class is: 26.